From a dataset of Peptide-MHC class II binding affinity with 134,281 pairs from IEDB. Regression. Given a peptide amino acid sequence and an MHC pseudo amino acid sequence, predict their binding affinity value. This is MHC class II binding data. (1) The peptide sequence is QSAVVCGRRHSVRIR. The MHC is HLA-DPA10301-DPB10402 with pseudo-sequence HLA-DPA10301-DPB10402. The binding affinity (normalized) is 0. (2) The peptide sequence is KAVEAYLVAHPDLYK. The MHC is DRB5_0101 with pseudo-sequence DRB5_0101. The binding affinity (normalized) is 0.531. (3) The peptide sequence is GYVSLQEFVDLNNKG. The MHC is HLA-DPA10103-DPB10301 with pseudo-sequence HLA-DPA10103-DPB10301. The binding affinity (normalized) is 0.199. (4) The peptide sequence is KGSPEFDWILGWTIK. The MHC is DRB5_0101 with pseudo-sequence DRB5_0101. The binding affinity (normalized) is 0.732.